From a dataset of Peptide-MHC class I binding affinity with 185,985 pairs from IEDB/IMGT. Regression. Given a peptide amino acid sequence and an MHC pseudo amino acid sequence, predict their binding affinity value. This is MHC class I binding data. (1) The peptide sequence is TVNVILRPK. The MHC is HLA-A01:01 with pseudo-sequence HLA-A01:01. The binding affinity (normalized) is 0.0847. (2) The peptide sequence is TFVNFNSVK. The MHC is HLA-A33:01 with pseudo-sequence HLA-A33:01. The binding affinity (normalized) is 0.512. (3) The peptide sequence is TFKVPHAKR. The MHC is HLA-A31:01 with pseudo-sequence HLA-A31:01. The binding affinity (normalized) is 0.983. (4) The peptide sequence is MCNVYIPPY. The MHC is HLA-A31:01 with pseudo-sequence HLA-A31:01. The binding affinity (normalized) is 0.352. (5) The MHC is HLA-B58:01 with pseudo-sequence HLA-B58:01. The peptide sequence is DPKKTGGPI. The binding affinity (normalized) is 0.0847. (6) The peptide sequence is ELMMTTIGIV. The binding affinity (normalized) is 0.935. The MHC is HLA-A02:03 with pseudo-sequence HLA-A02:03.